Dataset: Reaction yield outcomes from USPTO patents with 853,638 reactions. Task: Predict the reaction yield, written as a fraction of the theoretical maximum amount of product (1.0 means a 100% yield; for example, 0.34 means a 34% yield). The reactants are [OH:1][C@H:2]1[CH2:7][CH2:6][C@H:5]([NH:8][C:9]2[N:18]=[CH:17][C:16]3[C:11](=[C:12]([O:20][CH2:21][C:22]([O:24]C)=[O:23])[C:13]([CH3:19])=[CH:14][CH:15]=3)[N:10]=2)[CH2:4][CH2:3]1.[OH-].[Na+].CCOC(C)=O. The catalyst is CO. The product is [OH:1][C@H:2]1[CH2:7][CH2:6][C@H:5]([NH:8][C:9]2[N:18]=[CH:17][C:16]3[C:11](=[C:12]([O:20][CH2:21][C:22]([OH:24])=[O:23])[C:13]([CH3:19])=[CH:14][CH:15]=3)[N:10]=2)[CH2:4][CH2:3]1. The yield is 0.924.